From a dataset of Forward reaction prediction with 1.9M reactions from USPTO patents (1976-2016). Predict the product of the given reaction. (1) Given the reactants [S:1]1[C:5]2[CH:6]=[CH:7][CH:8]=[CH:9][C:4]=2[N:3]=[C:2]1[O:10][C:11]1[CH:16]=[CH:15][C:14]([CH2:17][CH2:18][NH:19][CH2:20][CH2:21][CH2:22][N:23]2[CH2:27][CH2:26][CH2:25][C:24]2=[O:28])=[CH:13][CH:12]=1.C(O)(=O)C.C(O[C:36]1(O[Si](C)(C)C)[CH2:38][CH2:37]1)C.[Na], predict the reaction product. The product is: [S:1]1[C:5]2[CH:6]=[CH:7][CH:8]=[CH:9][C:4]=2[N:3]=[C:2]1[O:10][C:11]1[CH:12]=[CH:13][C:14]([CH2:17][CH2:18][N:19]([CH:36]2[CH2:38][CH2:37]2)[CH2:20][CH2:21][CH2:22][N:23]2[CH2:27][CH2:26][CH2:25][C:24]2=[O:28])=[CH:15][CH:16]=1. (2) Given the reactants [F:1][C:2]([F:14])([S:11]([O-:13])=[O:12])[CH2:3][O:4][C:5](=[O:10])[C:6]([CH3:9])([CH3:8])[CH3:7].[Na+:15].[OH2:16], predict the reaction product. The product is: [F:14][C:2]([F:1])([S:11]([O-:16])(=[O:13])=[O:12])[CH2:3][O:4][C:5](=[O:10])[C:6]([CH3:8])([CH3:9])[CH3:7].[Na+:15]. (3) Given the reactants [CH2:1]([C:5]1[N:6]=[C:7]2[C:16]([N:17]([CH2:27][C:28]3[CH:33]=[CH:32][C:31]([O:34][CH3:35])=[CH:30][CH:29]=3)[CH2:18][C:19]3[CH:24]=[CH:23][C:22]([O:25][CH3:26])=[CH:21][CH:20]=3)=[N:15][C:14]3[C:9](=[CH:10][CH:11]=[CH:12][CH:13]=3)[N:8]2[CH:36]=1)[CH:2]([CH3:4])[CH3:3].C([Li])CCC.[O:42]1[C:44]([CH3:46])([CH3:45])[CH2:43]1, predict the reaction product. The product is: [CH3:26][O:25][C:22]1[CH:23]=[CH:24][C:19]([CH2:18][N:17]([CH2:27][C:28]2[CH:33]=[CH:32][C:31]([O:34][CH3:35])=[CH:30][CH:29]=2)[C:16]2[C:7]3[N:8]([C:36]([CH2:43][C:44]([CH3:46])([OH:42])[CH3:45])=[C:5]([CH2:1][CH:2]([CH3:4])[CH3:3])[N:6]=3)[C:9]3[C:14]([N:15]=2)=[CH:13][CH:12]=[CH:11][CH:10]=3)=[CH:20][CH:21]=1. (4) Given the reactants [ClH:1].[F:2][C:3]1[CH:4]=[C:5]([C:10]2[C:18]3[C:13](=[CH:14][C:15]([O:19][CH2:20][CH2:21][N:22]4[CH2:27][CH2:26][N:25]([S:28]([CH3:31])(=[O:30])=[O:29])[CH2:24][CH2:23]4)=[CH:16][CH:17]=3)[C:12](=[O:32])[C:11]=2[C:33]2[CH:34]=[N:35][C:36]3[C:41]([CH:42]=2)=CC=CC=3)[CH:6]=[C:7]([F:9])[CH:8]=1.[O:43]1CCN(CCOC2C=C3C(C(C4C=CC=CC=4)=C(Br)C3=O)=CC=2)C[CH2:44]1.COC1N=CC(B(O)O)=CC=1, predict the reaction product. The product is: [ClH:1].[F:2][C:3]1[CH:4]=[C:5]([C:10]2[C:18]3[C:13](=[CH:14][C:15]([O:19][CH2:20][CH2:21][N:22]4[CH2:27][CH2:26][N:25]([S:28]([CH3:31])(=[O:29])=[O:30])[CH2:24][CH2:23]4)=[CH:16][CH:17]=3)[C:12](=[O:32])[C:11]=2[C:33]2[CH:34]=[N:35][C:36]([O:43][CH3:44])=[CH:41][CH:42]=2)[CH:6]=[C:7]([F:9])[CH:8]=1. (5) Given the reactants [F:1][C:2]1[CH:3]=[C:4]([CH:34]=[CH:35][C:36]=1[OH:37])[C:5]([CH2:7][NH:8][C:9]1[CH:14]=[C:13]([O:15][CH3:16])[CH:12]=[CH:11][C:10]=1[CH:17]1[CH2:26][CH2:25][C:24]2[CH:23]=[C:22]([O:27]C(=O)C(C)(C)C)[CH:21]=[CH:20][C:19]=2[CH2:18]1)=O.Cl[CH2:39][C:40]([NH:42][CH:43]1[CH2:45][CH2:44]1)=O, predict the reaction product. The product is: [CH:43]1([NH:42][CH2:40][CH2:39][O:37][C:36]2[CH:35]=[CH:34][C:4]([CH2:5][CH2:7][NH:8][C:9]3[CH:14]=[C:13]([O:15][CH3:16])[CH:12]=[CH:11][C:10]=3[CH:17]3[CH2:26][CH2:25][C:24]4[CH:23]=[C:22]([OH:27])[CH:21]=[CH:20][C:19]=4[CH2:18]3)=[CH:3][C:2]=2[F:1])[CH2:45][CH2:44]1. (6) Given the reactants [C:1]1(=[O:7])[O:6][C:4](=[O:5])[CH:3]=[CH:2]1.[CH2:8]([CH:12]1[CH2:17][CH:16]2[CH2:18][CH:13]1[CH:14]=[CH:15]2)[CH2:9][CH2:10][CH3:11].CC(N=NC(C#N)(C)C)(C#N)C, predict the reaction product. The product is: [C:4]1(=[O:5])[O:6][C:1](=[O:7])[CH:2]=[CH:3]1.[CH2:8]([CH:12]1[CH2:17][CH:16]2[CH2:18][CH:13]1[CH:14]=[CH:15]2)[CH2:9][CH2:10][CH3:11].